From a dataset of Catalyst prediction with 721,799 reactions and 888 catalyst types from USPTO. Predict which catalyst facilitates the given reaction. (1) Reactant: [CH3:1][N:2]([N:4]=[N:5][C:6]1[CH:10]=[C:9]([C:11]([CH3:14])([CH3:13])[CH3:12])[Se:8][C:7]=1[C:15]([O:17]CC)=[O:16])[CH3:3].[OH-].[Na+].Cl. Product: [CH3:1][N:2]([N:4]=[N:5][C:6]1[CH:10]=[C:9]([C:11]([CH3:12])([CH3:13])[CH3:14])[Se:8][C:7]=1[C:15]([OH:17])=[O:16])[CH3:3]. The catalyst class is: 24. (2) Reactant: [Cl:1][C:2]1[C:3]([N:8]2[CH2:17][CH2:16][C:15]3[C:14]([NH:18][C:19]4[CH:24]=[CH:23][C:22]([C:25]([F:28])([F:27])[F:26])=[CH:21][CH:20]=4)=[N:13][C:12](S(C)(=O)=O)=[N:11][C:10]=3[CH2:9]2)=[N:4][CH:5]=[CH:6][CH:7]=1.[CH3:33][N:34]([CH2:36][CH2:37][NH2:38])[CH3:35].O. Product: [Cl:1][C:2]1[C:3]([N:8]2[CH2:17][CH2:16][C:15]3[C:14]([NH:18][C:19]4[CH:24]=[CH:23][C:22]([C:25]([F:28])([F:27])[F:26])=[CH:21][CH:20]=4)=[N:13][C:12]([NH:38][CH2:37][CH2:36][N:34]([CH3:35])[CH3:33])=[N:11][C:10]=3[CH2:9]2)=[N:4][CH:5]=[CH:6][CH:7]=1. The catalyst class is: 16. (3) Product: [Br:1][C:2]1[S:6][C:5]([CH3:7])=[C:4]([CH2:8][C:9]2[CH:14]=[CH:13][C:12]([OH:15])=[CH:11][CH:10]=2)[CH:3]=1. The catalyst class is: 2. Reactant: [Br:1][C:2]1[S:6][C:5]([CH3:7])=[C:4]([CH2:8][C:9]2[CH:14]=[CH:13][C:12]([O:15]C)=[CH:11][CH:10]=2)[CH:3]=1.B(Br)(Br)Br.Cl. (4) Reactant: Br[C:2]1[CH:3]=[CH:4][C:5]([N:8]([CH3:10])[CH3:9])=[N:6][CH:7]=1.[Li]CCCC.[B:16](OC(C)C)([O:21]C(C)C)[O:17]C(C)C.CO. Product: [CH3:9][N:8]([CH3:10])[C:5]1[N:6]=[CH:7][C:2]([B:16]([OH:21])[OH:17])=[CH:3][CH:4]=1. The catalyst class is: 1. (5) Reactant: [O:1]([C:8]1[CH:44]=[CH:43][C:11]([O:12][C:13]2[N:18]=[C:17]([CH:19]3[CH2:24][CH2:23][N:22]([C:25](=[O:39])/[CH:26]=[CH:27]/[CH2:28]ON4C5=NC=CC=C5N=N4)[CH2:21][CH2:20]3)[CH:16]=[CH:15][C:14]=2[C:40]([NH2:42])=[O:41])=[CH:10][CH:9]=1)[C:2]1[CH:7]=[CH:6][CH:5]=[CH:4][CH:3]=1.[N:45]1([CH2:51][CH2:52][NH:53][C:54](=[O:60])[O:55][C:56]([CH3:59])([CH3:58])[CH3:57])[CH2:50][CH2:49][NH:48][CH2:47][CH2:46]1.CCN(C(C)C)C(C)C. Product: [C:40]([C:14]1[CH:15]=[CH:16][C:17]([CH:19]2[CH2:24][CH2:23][N:22]([C:25](=[O:39])/[CH:26]=[CH:27]/[CH2:28][N:48]3[CH2:47][CH2:46][N:45]([CH2:51][CH2:52][NH:53][C:54](=[O:60])[O:55][C:56]([CH3:57])([CH3:59])[CH3:58])[CH2:50][CH2:49]3)[CH2:21][CH2:20]2)=[N:18][C:13]=1[O:12][C:11]1[CH:10]=[CH:9][C:8]([O:1][C:2]2[CH:7]=[CH:6][CH:5]=[CH:4][CH:3]=2)=[CH:44][CH:43]=1)(=[O:41])[NH2:42]. The catalyst class is: 3. (6) Reactant: C1CCN2[C:4](=[N:5][CH2:6]CC2)CC1.S(C[N+]#[C-])(C1C=CC(C)=CC=1)(=O)=O.[C:25]([O:29][C:30]([N:32]1[C:37](=[O:38])[CH:36]=[CH:35][CH2:34][CH2:33]1)=[O:31])([CH3:28])([CH3:27])[CH3:26]. Product: [C:25]([O:29][C:30]([N:32]1[CH2:33][CH2:34][C:35]2=[CH:4][NH:5][CH:6]=[C:36]2[C:37]1=[O:38])=[O:31])([CH3:28])([CH3:26])[CH3:27]. The catalyst class is: 1. (7) Reactant: [OH:1][CH2:2][CH2:3][O:4][CH:5]1[CH2:10][CH2:9][CH2:8][CH2:7][O:6]1.[F:11][C:12]([F:16])([F:15])[CH2:13]O.C(P(CCCC)CCCC)CCC. Product: [F:11][C:12]([F:16])([F:15])[CH2:13][O:1][CH2:2][CH2:3][O:4][CH:5]1[CH2:10][CH2:9][CH2:8][CH2:7][O:6]1. The catalyst class is: 48. (8) Reactant: [N+:1]([C:4]1[CH:9]=[CH:8][C:7](B(O)O)=[CH:6][CH:5]=1)([O-:3])=[O:2].Br[C:14]1[S:15][C:16]([C:20]([O:22][CH2:23][CH3:24])=[O:21])=[C:17]([CH3:19])[N:18]=1.C(=O)(O)[O-].[Na+].O. Product: [CH3:19][C:17]1[N:18]=[C:14]([C:7]2[CH:8]=[CH:9][C:4]([N+:1]([O-:3])=[O:2])=[CH:5][CH:6]=2)[S:15][C:16]=1[C:20]([O:22][CH2:23][CH3:24])=[O:21]. The catalyst class is: 203. (9) Product: [Cl:1][C:2]1[C:3]([CH3:19])=[N:4][O:5][C:6]=1[NH:7][S:8]([C:11]1[CH:15]=[C:14]([CH3:21])[S:13][C:12]=1[C:16]([OH:18])=[O:17])(=[O:10])=[O:9]. Reactant: [Cl:1][C:2]1[C:3]([CH3:19])=[N:4][O:5][C:6]=1[NH:7][S:8]([C:11]1[CH:15]=[CH:14][S:13][C:12]=1[C:16]([OH:18])=[O:17])(=[O:10])=[O:9].[Li][CH2:21]CCC.IC. The catalyst class is: 7.